This data is from NCI-60 drug combinations with 297,098 pairs across 59 cell lines. The task is: Regression. Given two drug SMILES strings and cell line genomic features, predict the synergy score measuring deviation from expected non-interaction effect. (1) Drug 1: COC1=NC(=NC2=C1N=CN2C3C(C(C(O3)CO)O)O)N. Drug 2: CC12CCC3C(C1CCC2O)C(CC4=C3C=CC(=C4)O)CCCCCCCCCS(=O)CCCC(C(F)(F)F)(F)F. Cell line: SNB-19. Synergy scores: CSS=27.5, Synergy_ZIP=-8.18, Synergy_Bliss=-1.28, Synergy_Loewe=-3.70, Synergy_HSA=-1.50. (2) Drug 1: CC1=C2C(C(=O)C3(C(CC4C(C3C(C(C2(C)C)(CC1OC(=O)C(C(C5=CC=CC=C5)NC(=O)OC(C)(C)C)O)O)OC(=O)C6=CC=CC=C6)(CO4)OC(=O)C)O)C)O. Drug 2: CC1C(C(CC(O1)OC2CC(CC3=C2C(=C4C(=C3O)C(=O)C5=CC=CC=C5C4=O)O)(C(=O)C)O)N)O. Cell line: SN12C. Synergy scores: CSS=39.1, Synergy_ZIP=-6.73, Synergy_Bliss=-7.27, Synergy_Loewe=-4.48, Synergy_HSA=-3.19. (3) Drug 1: C1=CC(=CC=C1CCC2=CNC3=C2C(=O)NC(=N3)N)C(=O)NC(CCC(=O)O)C(=O)O. Drug 2: COCCOC1=C(C=C2C(=C1)C(=NC=N2)NC3=CC=CC(=C3)C#C)OCCOC.Cl. Cell line: SK-MEL-28. Synergy scores: CSS=9.55, Synergy_ZIP=-3.89, Synergy_Bliss=-3.71, Synergy_Loewe=-9.00, Synergy_HSA=-3.93. (4) Drug 1: C1=NC2=C(N1)C(=S)N=C(N2)N. Drug 2: CC(C)(C#N)C1=CC(=CC(=C1)CN2C=NC=N2)C(C)(C)C#N. Cell line: HCT116. Synergy scores: CSS=39.4, Synergy_ZIP=-0.479, Synergy_Bliss=-2.62, Synergy_Loewe=-4.77, Synergy_HSA=-1.89. (5) Drug 1: CN(C)C1=NC(=NC(=N1)N(C)C)N(C)C. Cell line: NCI/ADR-RES. Drug 2: C(CN)CNCCSP(=O)(O)O. Synergy scores: CSS=-0.636, Synergy_ZIP=2.46, Synergy_Bliss=4.12, Synergy_Loewe=-0.706, Synergy_HSA=0.419. (6) Drug 1: C1=CC(=CC=C1C#N)C(C2=CC=C(C=C2)C#N)N3C=NC=N3. Drug 2: C1CN1P(=S)(N2CC2)N3CC3. Cell line: LOX IMVI. Synergy scores: CSS=30.4, Synergy_ZIP=-5.13, Synergy_Bliss=-0.309, Synergy_Loewe=-5.58, Synergy_HSA=-4.84. (7) Drug 1: C1CCN(CC1)CCOC2=CC=C(C=C2)C(=O)C3=C(SC4=C3C=CC(=C4)O)C5=CC=C(C=C5)O. Drug 2: C1C(C(OC1N2C=NC3=C(N=C(N=C32)Cl)N)CO)O. Cell line: HCT-15. Synergy scores: CSS=9.70, Synergy_ZIP=-2.81, Synergy_Bliss=-3.30, Synergy_Loewe=-11.5, Synergy_HSA=-6.67.